Dataset: Catalyst prediction with 721,799 reactions and 888 catalyst types from USPTO. Task: Predict which catalyst facilitates the given reaction. (1) Reactant: C(Cl)CCl.[NH2:5][C:6]1[N:11]=[CH:10][C:9]([CH:12]=[CH:13][C:14]([OH:16])=O)=[CH:8][CH:7]=1.[CH3:17][NH:18][CH2:19][C:20]1[NH:21][C:22]2[C:27]([CH:28]=1)=[CH:26][CH:25]=[CH:24][CH:23]=2.C1C=CC2N(O)N=NC=2C=1.O.C(N(C(C)C)CC)(C)C. Product: [NH2:5][C:6]1[N:11]=[CH:10][C:9](/[CH:12]=[CH:13]/[C:14]([N:18]([CH2:19][C:20]2[NH:21][C:22]3[C:27]([CH:28]=2)=[CH:26][CH:25]=[CH:24][CH:23]=3)[CH3:17])=[O:16])=[CH:8][CH:7]=1. The catalyst class is: 3. (2) Reactant: [F:1][C:2]1[CH:7]=[C:6]([C:8](=[N:21]O)[C:9]([C:11]2[CH:16]=[CH:15][CH:14]=[C:13]([C:17]([F:20])([F:19])[F:18])[CH:12]=2)=[O:10])[CH:5]=[CH:4][N:3]=1. Product: [NH2:21][CH:8]([C:6]1[CH:5]=[CH:4][N:3]=[C:2]([F:1])[CH:7]=1)[CH:9]([C:11]1[CH:16]=[CH:15][CH:14]=[C:13]([C:17]([F:18])([F:19])[F:20])[CH:12]=1)[OH:10]. The catalyst class is: 63. (3) Reactant: C([O:5][C:6]([N:8]1[CH2:11][CH2:10][C@H:9]1[C:12](=[O:51])[NH:13][C:14]1[CH:15]=[C:16]([C:25]2[CH:30]=[CH:29][C:28]([C:31](=[O:50])[NH:32][C:33]3[CH:38]=[CH:37][C:36]([CH2:39][N:40]4[CH2:45][CH2:44][N:43]([S:46]([CH3:49])(=[O:48])=[O:47])[CH2:42][CH2:41]4)=[CH:35][CH:34]=3)=[CH:27][CH:26]=2)[C:17]([O:20][C:21]([F:24])([F:23])[F:22])=[CH:18][CH:19]=1)=[O:7])(C)(C)C.Cl.C(=O)([O-])[O-].[K+].[K+]. Product: [CH3:49][S:46]([N:43]1[CH2:44][CH2:45][N:40]([CH2:39][C:36]2[CH:37]=[CH:38][C:33]([NH:32][C:31]([C:28]3[CH:27]=[CH:26][C:25]([C:16]4[C:17]([O:20][C:21]([F:22])([F:24])[F:23])=[CH:18][CH:19]=[C:14]([NH:13][C:12]([C@@H:9]5[CH2:10][CH2:11][N:8]5[C:6]([OH:7])=[O:5])=[O:51])[CH:15]=4)=[CH:30][CH:29]=3)=[O:50])=[CH:34][CH:35]=2)[CH2:41][CH2:42]1)(=[O:48])=[O:47]. The catalyst class is: 12. (4) Product: [Sb:15](=[O:16])([OH:17])([OH:10])[O-:14].[Si:1]([OH:5])([OH:4])([OH:3])[OH:2].[K+:6]. The catalyst class is: 6. Reactant: [Si:1]([O-:5])([O-:4])([O-:3])[O-:2].[K+:6].[K+].[K+].[K+].[OH-:10].[K+].O=[Sb][O:14][Sb:15]=[O:16].[OH:17]O. (5) Reactant: Br[C:2]1[CH:3]=[N:4][C:5]([Cl:8])=[N:6][CH:7]=1.[CH:9](=[O:14])[CH2:10][CH:11]([CH3:13])[CH3:12].C([Li])CCC. Product: [Cl:8][C:5]1[N:4]=[CH:3][C:2]([CH:9]([OH:14])[CH2:10][CH:11]([CH3:13])[CH3:12])=[CH:7][N:6]=1. The catalyst class is: 385. (6) Reactant: [CH:1]1([C:7]2[CH:20]=[CH:19][C:10]([O:11][CH2:12][C@H:13]3[O:17][C:16]([NH2:18])=[N:15][CH2:14]3)=[CH:9][CH:8]=2)[CH2:6][CH2:5][CH2:4][CH2:3][CH2:2]1.C1O[C@H]1CCl.[CH:26]1([C:32]2C=C[C:35]([OH:38])=[CH:34][CH:33]=2)CCCC[CH2:27]1.C(OC)(=O)C#CCCC. Product: [CH:1]1([C:7]2[CH:20]=[CH:19][C:10]([O:11][CH2:12][C@H:13]3[O:17][C:16]4=[N:18][C:35](=[O:38])[CH:34]=[C:33]([CH2:32][CH2:26][CH3:27])[N:15]4[CH2:14]3)=[CH:9][CH:8]=2)[CH2:2][CH2:3][CH2:4][CH2:5][CH2:6]1. The catalyst class is: 8.